Dataset: Catalyst prediction with 721,799 reactions and 888 catalyst types from USPTO. Task: Predict which catalyst facilitates the given reaction. (1) Reactant: [Cl:1][C:2]1[CH:7]=[C:6]([Cl:8])[CH:5]=[CH:4][C:3]=1/[CH:9]=[CH:10]/[C:11](OCC)=[O:12].[H-].C([Al+]CC(C)C)C(C)C.CO.[Cl-].[NH4+]. Product: [Cl:1][C:2]1[CH:7]=[C:6]([Cl:8])[CH:5]=[CH:4][C:3]=1/[CH:9]=[CH:10]/[CH2:11][OH:12]. The catalyst class is: 7. (2) Reactant: [Li]CCCC.[CH3:6][C:7]1[N:8]=[CH:9][N:10]([C:12]([C:25]2[CH:30]=[CH:29][CH:28]=[CH:27][CH:26]=2)([C:19]2[CH:24]=[CH:23][CH:22]=[CH:21][CH:20]=2)[C:13]2[CH:18]=[CH:17][CH:16]=[CH:15][CH:14]=2)[CH:11]=1.CN([CH:34]=[O:35])C.Cl.C([O-])(O)=O.[Na+]. Product: [CH3:6][C:7]1[N:8]=[C:9]([CH:34]=[O:35])[N:10]([C:12]([C:13]2[CH:18]=[CH:17][CH:16]=[CH:15][CH:14]=2)([C:19]2[CH:20]=[CH:21][CH:22]=[CH:23][CH:24]=2)[C:25]2[CH:30]=[CH:29][CH:28]=[CH:27][CH:26]=2)[CH:11]=1. The catalyst class is: 1.